This data is from Reaction yield outcomes from USPTO patents with 853,638 reactions. The task is: Predict the reaction yield, written as a fraction of the theoretical maximum amount of product (1.0 means a 100% yield; for example, 0.34 means a 34% yield). (1) The reactants are [Br:1][C:2]1[C:10]2[C:9]([O:11][CH2:12][CH3:13])=[N:8][C:7]([S:14][C:15]3[S:16][CH:17]=[C:18]([C:20]([O:22]C)=[O:21])[N:19]=3)=[N:6][C:5]=2[NH:4][C:3]=1[CH2:24][CH3:25].[OH-].[Na+]. The catalyst is CO.CN1C(=O)CCC1. The product is [Br:1][C:2]1[C:10]2[C:9]([O:11][CH2:12][CH3:13])=[N:8][C:7]([S:14][C:15]3[S:16][CH:17]=[C:18]([C:20]([OH:22])=[O:21])[N:19]=3)=[N:6][C:5]=2[NH:4][C:3]=1[CH2:24][CH3:25]. The yield is 0.723. (2) The reactants are [F:1][C:2]1[CH:16]=[CH:15][C:5]([CH2:6][N:7]2[CH2:12][C@@H:11]([CH3:13])[NH:10][CH2:9][C@@H:8]2[CH3:14])=[CH:4][CH:3]=1.CN(C)C.[Cl:21][C:22]1[CH:32]=[CH:31][C:25](/[CH:26]=[CH:27]/[C:28](Cl)=[O:29])=[CH:24][CH:23]=1. The catalyst is C(Cl)(Cl)Cl. The product is [Cl:21][C:22]1[CH:23]=[CH:24][C:25](/[CH:26]=[CH:27]/[C:28]([N:10]2[CH2:9][C@@H:8]([CH3:14])[N:7]([CH2:6][C:5]3[CH:15]=[CH:16][C:2]([F:1])=[CH:3][CH:4]=3)[CH2:12][C@@H:11]2[CH3:13])=[O:29])=[CH:31][CH:32]=1. The yield is 0.800. (3) The reactants are [Cl:1][C:2]1[CH:7]=[CH:6][C:5]([C:8](=[O:13])[C:9]([F:12])([F:11])[F:10])=[CH:4][CH:3]=1.C(=O)([O-])[O-].[K+].[K+].O.[N+:21]([CH3:24])([O-])=O. The catalyst is [Zn]. The product is [NH2:21][CH2:24][C:8]([C:5]1[CH:6]=[CH:7][C:2]([Cl:1])=[CH:3][CH:4]=1)([OH:13])[C:9]([F:11])([F:12])[F:10]. The yield is 0.260. (4) The reactants are [CH:1]([O:4][C:5]1[CH:6]=[C:7](Br)[CH:8]=[N:9][CH:10]=1)([CH3:3])[CH3:2].[CH3:12][C@H:13]([OH:17])[CH2:14][CH:15]=[CH2:16].C(N(CC)CC)C. The catalyst is C([O-])(=O)C.[Pd+2].C([O-])(=O)C.C1(C)C=CC=CC=1P(C1C=CC=CC=1C)C1C=CC=CC=1C.C(#N)C. The product is [CH:1]([O:4][C:5]1[CH:6]=[C:7](/[CH:16]=[CH:15]/[CH2:14][C@@H:13]([OH:17])[CH3:12])[CH:8]=[N:9][CH:10]=1)([CH3:3])[CH3:2]. The yield is 0.607. (5) The reactants are CN(C)[CH:3]=[O:4].P(Cl)(Cl)(Cl)=O.[N:11]1([CH2:17][CH2:18][CH2:19][C:20]2[C:28]3[CH2:27][CH2:26][CH2:25][CH2:24][C:23]=3[NH:22][CH:21]=2)[CH2:16][CH2:15][O:14][CH2:13][CH2:12]1.[OH-].[Na+]. The catalyst is ClCCl. The product is [N:11]1([CH2:17][CH2:18][CH2:19][C:20]2[C:28]3[CH2:27][CH2:26][CH2:25][CH2:24][C:23]=3[NH:22][C:21]=2[CH:3]=[O:4])[CH2:16][CH2:15][O:14][CH2:13][CH2:12]1. The yield is 0.830.